Predict the product of the given reaction. From a dataset of Forward reaction prediction with 1.9M reactions from USPTO patents (1976-2016). (1) Given the reactants [NH2:1][C:2]1[C:3]([Cl:8])=[N:4][CH:5]=[CH:6][CH:7]=1.[F:9][B-:10]([F:13])([F:12])[F:11].[H+].[N:15](OCCC(C)C)=O, predict the reaction product. The product is: [F:9][B-:10]([F:13])([F:12])[F:11].[Cl:8][C:3]1[C:2]([N+:1]#[N:15])=[CH:7][CH:6]=[CH:5][N:4]=1. (2) Given the reactants C([O:3][C:4](=[O:34])[C:5]([O:8][C:9]1[CH:14]=[CH:13][CH:12]=[C:11]([O:15][CH2:16][CH2:17][N:18]2[C:23](=[O:24])[C:22]3[N:25]([CH2:31][CH3:32])[N:26]=[C:27]([CH2:28][CH2:29][CH3:30])[C:21]=3[N:20]=[C:19]2[CH3:33])[CH:10]=1)([CH3:7])[CH3:6])C.O.C(=O)([O-])[O-].[Na+].[Na+], predict the reaction product. The product is: [CH2:31]([N:25]1[C:22]2[C:23](=[O:24])[N:18]([CH2:17][CH2:16][O:15][C:11]3[CH:10]=[C:9]([CH:14]=[CH:13][CH:12]=3)[O:8][C:5]([CH3:7])([CH3:6])[C:4]([OH:34])=[O:3])[C:19]([CH3:33])=[N:20][C:21]=2[C:27]([CH2:28][CH2:29][CH3:30])=[N:26]1)[CH3:32]. (3) Given the reactants [CH3:1][S:2]([N:5]1[CH2:10][CH2:9][C:8]2[N:11]([CH2:24][CH2:25][CH:26]=O)[N:12]=[C:13]([C:14]3[CH:19]=[CH:18][C:17]([C:20]([F:23])([F:22])[F:21])=[CH:16][CH:15]=3)[C:7]=2[CH2:6]1)(=[O:4])=[O:3].[N+:28]([C:31]1[CH:36]=[CH:35][CH:34]=[CH:33][C:32]=1[N:37]1[CH2:42][CH2:41][NH:40][CH2:39][CH2:38]1)([O-:30])=[O:29].CC(O)=O.[BH-](OC(C)=O)(OC(C)=O)OC(C)=O.[Na+].C([O-])(O)=O.[Na+], predict the reaction product. The product is: [CH3:1][S:2]([N:5]1[CH2:10][CH2:9][C:8]2[N:11]([CH2:24][CH2:25][CH2:26][N:40]3[CH2:41][CH2:42][N:37]([C:32]4[CH:33]=[CH:34][CH:35]=[CH:36][C:31]=4[N+:28]([O-:30])=[O:29])[CH2:38][CH2:39]3)[N:12]=[C:13]([C:14]3[CH:19]=[CH:18][C:17]([C:20]([F:23])([F:22])[F:21])=[CH:16][CH:15]=3)[C:7]=2[CH2:6]1)(=[O:4])=[O:3]. (4) Given the reactants [CH3:1][O:2][C:3](=[O:17])[CH:4]=[C:5]1[CH2:8][CH:7]([NH:9][C:10]([O:12][C:13]([CH3:16])([CH3:15])[CH3:14])=[O:11])[CH2:6]1, predict the reaction product. The product is: [CH3:1][O:2][C:3](=[O:17])[CH2:4][CH:5]1[CH2:6][CH:7]([NH:9][C:10]([O:12][C:13]([CH3:15])([CH3:14])[CH3:16])=[O:11])[CH2:8]1. (5) Given the reactants [C:1]([C:5]1[CH:6]=[C:7]([NH:18][C:19]([NH:21][C:22]2[C:31]3[C:26](=[CH:27][CH:28]=[CH:29][CH:30]=3)[C:25]([O:32][C:33]3[CH:38]=[CH:37][N:36]=[C:35](Cl)[N:34]=3)=[CH:24][CH:23]=2)=[O:20])[C:8]([O:16][CH3:17])=[C:9]([NH:11][S:12]([CH3:15])(=[O:14])=[O:13])[CH:10]=1)([CH3:4])([CH3:3])[CH3:2].[NH2:40][C:41]1[CH:46]=[CH:45][C:44]([S:47]([NH2:50])(=[O:49])=[O:48])=[C:43]([O:51][CH3:52])[CH:42]=1.CN(C=O)C, predict the reaction product. The product is: [C:1]([C:5]1[CH:10]=[C:9]([NH:11][S:12]([CH3:15])(=[O:14])=[O:13])[C:8]([O:16][CH3:17])=[C:7]([NH:18][C:19](=[O:20])[NH:21][C:22]2[C:31]3[C:26](=[CH:27][CH:28]=[CH:29][CH:30]=3)[C:25]([O:32][C:33]3[CH:38]=[CH:37][N:36]=[C:35]([NH:40][C:41]4[CH:46]=[CH:45][C:44]([S:47]([NH2:50])(=[O:49])=[O:48])=[C:43]([O:51][CH3:52])[CH:42]=4)[N:34]=3)=[CH:24][CH:23]=2)[CH:6]=1)([CH3:4])([CH3:3])[CH3:2]. (6) The product is: [C:1]1([C:7]2[CH:16]=[CH:15][CH:14]=[C:13]3[C:8]=2[C:9]([NH:27][CH2:28][C:29]2[CH:34]=[CH:33][CH:32]=[CH:31][N:30]=2)=[N:10][C:11]([C:17]2[CH:18]=[C:19]([CH:23]([CH3:26])[C:24]([OH:37])=[O:35])[CH:20]=[N:21][CH:22]=2)=[N:12]3)[CH:6]=[CH:5][CH:4]=[CH:3][CH:2]=1. Given the reactants [C:1]1([C:7]2[CH:16]=[CH:15][CH:14]=[C:13]3[C:8]=2[C:9]([NH:27][CH2:28][C:29]2[CH:34]=[CH:33][CH:32]=[CH:31][N:30]=2)=[N:10][C:11]([C:17]2[CH:18]=[C:19]([CH:23]([CH3:26])[C:24]#N)[CH:20]=[N:21][CH:22]=2)=[N:12]3)[CH:6]=[CH:5][CH:4]=[CH:3][CH:2]=1.[OH-:35].[Na+].[OH2:37].Cl, predict the reaction product. (7) Given the reactants [Cl:1][C:2]1[CH:7]=[CH:6][C:5]([CH:8]2[CH2:10][CH:9]2C(O)=O)=[CH:4][CH:3]=1.C1(P(N=[N+]=[N-])(C2C=CC=CC=2)=[O:21])C=CC=CC=1.C([N:33]([CH2:36]C)CC)C.[CH3:38][C:39]([OH:42])([CH3:41])[CH3:40], predict the reaction product. The product is: [Cl:1][C:2]1[CH:3]=[CH:4][C:5]([CH:8]2[CH2:10][CH:9]2[NH:33][C:36](=[O:21])[O:42][C:39]([CH3:41])([CH3:40])[CH3:38])=[CH:6][CH:7]=1.